Dataset: Merck oncology drug combination screen with 23,052 pairs across 39 cell lines. Task: Regression. Given two drug SMILES strings and cell line genomic features, predict the synergy score measuring deviation from expected non-interaction effect. (1) Drug 1: COC12C(COC(N)=O)C3=C(C(=O)C(C)=C(N)C3=O)N1CC1NC12. Drug 2: CC1(c2nc3c(C(N)=O)cccc3[nH]2)CCCN1. Cell line: HT144. Synergy scores: synergy=2.71. (2) Drug 1: CN(Cc1cnc2nc(N)nc(N)c2n1)c1ccc(C(=O)NC(CCC(=O)O)C(=O)O)cc1. Drug 2: CS(=O)(=O)CCNCc1ccc(-c2ccc3ncnc(Nc4ccc(OCc5cccc(F)c5)c(Cl)c4)c3c2)o1. Cell line: SKMEL30. Synergy scores: synergy=5.56.